From a dataset of Reaction yield outcomes from USPTO patents with 853,638 reactions. Predict the reaction yield, written as a fraction of the theoretical maximum amount of product (1.0 means a 100% yield; for example, 0.34 means a 34% yield). The reactants are NC1[C:8](I)=[CH:7][CH:6]=[CH:5][C:3]=1[NH2:4].[Cl:10][CH2:11][CH2:12][CH2:13][C:14]#[CH:15].C([N:18](CC)CC)C. The yield is 0.920. The product is [Cl:10][CH2:11][CH2:12][CH2:13][C:14]#[C:15][C:5]1[C:3]([NH2:4])=[N:18][CH:8]=[CH:7][CH:6]=1. The catalyst is [Pd](Cl)Cl.C1(P(C2C=CC=CC=2)C2C=CC=CC=2)C=CC=CC=1.C1(P(C2C=CC=CC=2)C2C=CC=CC=2)C=CC=CC=1.[Cu]I.